Dataset: Catalyst prediction with 721,799 reactions and 888 catalyst types from USPTO. Task: Predict which catalyst facilitates the given reaction. The catalyst class is: 4. Reactant: C[O:2][C:3]([C:5]1[N:6]=[C:7](/[CH:10]=[CH:11]\[S:12][C:13]([C:26]2[CH:31]=[CH:30][CH:29]=[CH:28][CH:27]=2)([C:20]2[CH:25]=[CH:24][CH:23]=[CH:22][CH:21]=2)[C:14]2[CH:19]=[CH:18][CH:17]=[CH:16][CH:15]=2)[S:8][CH:9]=1)=O.[H-].C([Al+]CC(C)C)C(C)C.C1(C)C=CC=CC=1.O.Cl. Product: [OH:2][CH2:3][C:5]1[N:6]=[C:7](/[CH:10]=[CH:11]\[S:12][C:13]([C:26]2[CH:31]=[CH:30][CH:29]=[CH:28][CH:27]=2)([C:14]2[CH:15]=[CH:16][CH:17]=[CH:18][CH:19]=2)[C:20]2[CH:25]=[CH:24][CH:23]=[CH:22][CH:21]=2)[S:8][CH:9]=1.